Dataset: Catalyst prediction with 721,799 reactions and 888 catalyst types from USPTO. Task: Predict which catalyst facilitates the given reaction. (1) Reactant: [Br:1][C:2]1[N:7]=[C:6]([NH2:8])[CH:5]=[CH:4][CH:3]=1.[C:9](Cl)(=[O:14])[C:10]([CH3:13])([CH3:12])[CH3:11].C(N(C(C)C)C(C)C)C. Product: [Br:1][C:2]1[N:7]=[C:6]([NH:8][C:9](=[O:14])[C:10]([CH3:13])([CH3:12])[CH3:11])[CH:5]=[CH:4][CH:3]=1. The catalyst class is: 158. (2) Reactant: [P:1]([O:24]CC1C=CC=CC=1)([O:16]CC1C=CC=CC=1)([O:3][CH2:4][O:5][C:6]1[CH:11]=[CH:10][C:9]([NH:12][C:13](=[O:15])[CH3:14])=[CH:8][CH:7]=1)=[O:2]. Product: [P:1]([OH:16])([OH:24])([O:3][CH2:4][O:5][C:6]1[CH:7]=[CH:8][C:9]([NH:12][C:13](=[O:15])[CH3:14])=[CH:10][CH:11]=1)=[O:2]. The catalyst class is: 886. (3) Reactant: [C:1](Cl)(Cl)=O.[C:5]1([C:11]2([C:18]3[CH:27]=[C:26]([O:28][CH2:29][C:30]4[CH:39]=[CH:38][C:37]5[C:32](=[CH:33][CH:34]=[CH:35][CH:36]=5)[N:31]=4)[CH:25]=[CH:24][C:19]=3[C:20]([NH:22][NH2:23])=[O:21])[CH2:16][CH:15]3[CH2:17][CH:12]2[CH2:13][CH2:14]3)[CH:10]=[CH:9][CH:8]=[CH:7][CH:6]=1.C(=O)(O)[O-].[Na+]. Product: [C:5]1([C:11]2([C:18]3[CH:27]=[C:26]([O:28][CH2:29][C:30]4[CH:39]=[CH:38][C:37]5[C:32](=[CH:33][CH:34]=[CH:35][CH:36]=5)[N:31]=4)[CH:25]=[CH:24][C:19]=3[C:20]3[O:21][CH:1]=[N:23][N:22]=3)[CH2:16][CH:15]3[CH2:17][CH:12]2[CH2:13][CH2:14]3)[CH:6]=[CH:7][CH:8]=[CH:9][CH:10]=1. The catalyst class is: 308. (4) Reactant: [NH2:1][C:2]1[C:10]2[C:5](=[CH:6][CH:7]=[C:8]([CH:11]3[C:16]([C:17]#[N:18])=[C:15]([CH3:19])[NH:14][C:13]([CH3:20])=[C:12]3[C:21]#[N:22])[CH:9]=2)[N:4]([C:23]([O:25][C:26]([CH3:29])([CH3:28])[CH3:27])=[O:24])[N:3]=1.[CH2:30]([S:33](Cl)(=[O:35])=[O:34])[CH2:31][CH3:32].C(N(CC)CC)C. Product: [C:21]([C:12]1[CH:11]([C:8]2[CH:9]=[C:10]3[C:5](=[CH:6][CH:7]=2)[N:4]([C:23]([O:25][C:26]([CH3:29])([CH3:28])[CH3:27])=[O:24])[N:3]=[C:2]3[NH:1][S:33]([CH2:30][CH2:31][CH3:32])(=[O:35])=[O:34])[C:16]([C:17]#[N:18])=[C:15]([CH3:19])[NH:14][C:13]=1[CH3:20])#[N:22]. The catalyst class is: 4. (5) Reactant: Cl[C:2]1[CH:36]=[CH:35][C:34]([O:37][CH3:38])=[CH:33][C:3]=1[O:4][CH:5]([CH:30]([CH3:32])[CH3:31])[CH2:6][CH2:7][N:8]1[CH2:13][CH2:12][CH:11]([N:14]2[C:22]3[C:17](=[CH:18][CH:19]=[CH:20][CH:21]=3)[C:16]([CH2:24][C:25]([NH:27][CH3:28])=[O:26])([CH3:23])[C:15]2=[O:29])[CH2:10][CH2:9]1. Product: [CH3:38][O:37][C:34]1[CH:33]=[C:3]([CH:2]=[CH:36][CH:35]=1)[O:4][CH:5]([CH:30]([CH3:31])[CH3:32])[CH2:6][CH2:7][N:8]1[CH2:9][CH2:10][CH:11]([N:14]2[C:22]3[C:17](=[CH:18][CH:19]=[CH:20][CH:21]=3)[C:16]([CH2:24][C:25]([NH:27][CH3:28])=[O:26])([CH3:23])[C:15]2=[O:29])[CH2:12][CH2:13]1. The catalyst class is: 19.